This data is from Full USPTO retrosynthesis dataset with 1.9M reactions from patents (1976-2016). The task is: Predict the reactants needed to synthesize the given product. Given the product [N:1]1([C:6]2[CH:7]=[N:8][N:9]3[CH2:14][CH2:13][NH:12][CH2:11][C:10]=23)[CH2:5][CH2:4][CH2:3][CH2:2][CH2:16]1, predict the reactants needed to synthesize it. The reactants are: [N:1]1([C:6]2[CH:7]=[N:8][N:9]3[CH2:14][CH2:13][NH:12][CH2:11][C:10]=23)[CH2:5][CH2:4][CH2:3][CH2:2]1.N1CCCC[CH2:16]1.